This data is from Full USPTO retrosynthesis dataset with 1.9M reactions from patents (1976-2016). The task is: Predict the reactants needed to synthesize the given product. (1) Given the product [ClH:20].[C:1]([N:5]1[CH2:6][CH2:7][CH:8]([NH:11][NH2:12])[CH2:9][CH2:10]1)([CH3:4])([CH3:2])[CH3:3], predict the reactants needed to synthesize it. The reactants are: [C:1]([N:5]1[CH2:10][CH2:9][CH:8]([NH:11][NH:12]C(OC(C)(C)C)=O)[CH2:7][CH2:6]1)([CH3:4])([CH3:3])[CH3:2].[ClH:20].CCOC(C)=O. (2) The reactants are: [C:1]([C:6]1[CH:11]=[CH:10][C:9]([Mg]Br)=[CH:8][CH:7]=1)([O:3][CH2:4][CH3:5])=[O:2].II.[Mg].C([Mg]Cl)(C)C.[Li+].[Cl-].Br[C:25]1[CH:26]=[N:27][CH:28]=[N:29][CH:30]=1. Given the product [CH2:4]([O:3][C:1](=[O:2])[C:6]1[CH:11]=[CH:10][C:9]([C:25]2[CH:26]=[N:27][CH:28]=[N:29][CH:30]=2)=[CH:8][CH:7]=1)[CH3:5], predict the reactants needed to synthesize it.